From a dataset of NCI-60 drug combinations with 297,098 pairs across 59 cell lines. Regression. Given two drug SMILES strings and cell line genomic features, predict the synergy score measuring deviation from expected non-interaction effect. Drug 1: CCC1(CC2CC(C3=C(CCN(C2)C1)C4=CC=CC=C4N3)(C5=C(C=C6C(=C5)C78CCN9C7C(C=CC9)(C(C(C8N6C=O)(C(=O)OC)O)OC(=O)C)CC)OC)C(=O)OC)O.OS(=O)(=O)O. Drug 2: CC(C)(C#N)C1=CC(=CC(=C1)CN2C=NC=N2)C(C)(C)C#N. Cell line: NCI/ADR-RES. Synergy scores: CSS=1.90, Synergy_ZIP=-3.74, Synergy_Bliss=-4.51, Synergy_Loewe=-3.71, Synergy_HSA=-3.27.